From a dataset of Catalyst prediction with 721,799 reactions and 888 catalyst types from USPTO. Predict which catalyst facilitates the given reaction. (1) Reactant: Br[CH:2]([C:5]1[C:6]([Cl:12])=[N:7][C:8]([Cl:11])=[N:9][CH:10]=1)[CH2:3][CH3:4].[CH3:13][O:14][C:15]1[CH:20]=[CH:19][C:18]([NH2:21])=[CH:17][CH:16]=1.C(=O)([O-])[O-].[K+].[K+].[I-].[K+]. Product: [Cl:11][C:8]1[N:7]=[C:6]([Cl:12])[C:5]([CH:2]([NH:21][C:18]2[CH:19]=[CH:20][C:15]([O:14][CH3:13])=[CH:16][CH:17]=2)[CH2:3][CH3:4])=[CH:10][N:9]=1. The catalyst class is: 10. (2) Reactant: [C:1]([NH:6][CH2:7][CH2:8][CH2:9][CH2:10][CH2:11][CH2:12][CH2:13][CH2:14][CH2:15][CH2:16][C:17]([OH:19])=[O:18])(=[O:5])[C:2]([CH3:4])=[CH2:3].[C:20]([O:24][CH2:25][CH2:26][N:27]([CH3:29])[CH3:28])(=[O:23])[CH:21]=[CH2:22].N(C(C)(C)C#N)=NC(C)(C)C#N. Product: [C:1]([NH:6][CH2:7][CH2:8][CH2:9][CH2:10][CH2:11][CH2:12][CH2:13][CH2:14][CH2:15][CH2:16][C:17]([OH:19])=[O:18])(=[O:5])[C:2]([CH3:4])=[CH2:3].[C:20]([O:24][CH2:25][CH2:26][N:27]([CH3:29])[CH3:28])(=[O:23])[CH:21]=[CH2:22]. The catalyst class is: 5. (3) Reactant: [NH2:1][C:2]1[CH:11]=[C:10]2[C:5]([CH:6]=[C:7]([C:13]3[CH:18]=[CH:17][CH:16]=[CH:15][C:14]=3[C:19]([F:22])([F:21])[F:20])[NH:8][C:9]2=[O:12])=[CH:4][CH:3]=1.[Si:23]([O:30][CH2:31][CH2:32][CH2:33]O)([C:26]([CH3:29])([CH3:28])[CH3:27])([CH3:25])[CH3:24].C(O)(=O)C.C(=O)(O)[O-].[Na+]. Product: [Si:23]([O:30][CH2:31][CH2:32][CH2:33][NH:1][C:2]1[CH:11]=[C:10]2[C:5]([CH:6]=[C:7]([C:13]3[CH:18]=[CH:17][CH:16]=[CH:15][C:14]=3[C:19]([F:22])([F:20])[F:21])[NH:8][C:9]2=[O:12])=[CH:4][CH:3]=1)([C:26]([CH3:27])([CH3:28])[CH3:29])([CH3:25])[CH3:24]. The catalyst class is: 5. (4) Reactant: [C:1]([C:3]1[CH:4]=[C:5]([S:10](Cl)(=[O:12])=[O:11])[CH:6]=[CH:7][C:8]=1[F:9])#[N:2].[N:14]1[CH:19]=[CH:18][CH:17]=[C:16]([NH2:20])[N:15]=1.C1N2CCN(CC2)C1. Product: [C:1]([C:3]1[CH:4]=[C:5]([S:10]([NH:20][C:16]2[N:15]=[N:14][CH:19]=[CH:18][CH:17]=2)(=[O:12])=[O:11])[CH:6]=[CH:7][C:8]=1[F:9])#[N:2]. The catalyst class is: 10. (5) Reactant: [C:9](O[C:9]([O:11][C:12]([CH3:15])([CH3:14])[CH3:13])=[O:10])([O:11][C:12]([CH3:15])([CH3:14])[CH3:13])=[O:10].[F:16][C:17]1[CH:18]=[CH:19][C:20]([O:23][C:24]2[CH:29]=[CH:28][C:27]([NH:30][C:31]3[CH:32]=[N:33][C:34]([S:37][CH3:38])=[N:35][CH:36]=3)=[CH:26][CH:25]=2)=[N:21][CH:22]=1. Product: [F:16][C:17]1[CH:18]=[CH:19][C:20]([O:23][C:24]2[CH:25]=[CH:26][C:27]([N:30]([C:9]([O:11][C:12]([CH3:13])([CH3:14])[CH3:15])=[O:10])[C:31]3[CH:36]=[N:35][C:34]([S:37][CH3:38])=[N:33][CH:32]=3)=[CH:28][CH:29]=2)=[N:21][CH:22]=1. The catalyst class is: 119. (6) Reactant: [CH2:1]([NH2:4])[CH2:2][NH2:3].[CH:5](=O)[C:6]1[CH:11]=[CH:10][CH:9]=[CH:8][CH:7]=1. Product: [CH2:5]([NH:3][CH2:2][CH2:1][NH2:4])[C:6]1[CH:11]=[CH:10][CH:9]=[CH:8][CH:7]=1. The catalyst class is: 45.